From a dataset of Reaction yield outcomes from USPTO patents with 853,638 reactions. Predict the reaction yield, written as a fraction of the theoretical maximum amount of product (1.0 means a 100% yield; for example, 0.34 means a 34% yield). (1) The reactants are [Br:1][C:2]1[CH:3]=[CH:4][C:5]([OH:10])=[C:6]([CH:9]=1)[CH:7]=O.[NH2:11][CH2:12][CH2:13][OH:14].[BH4-].[Na+].[C:17](O[C:17]([O:19][C:20]([CH3:23])([CH3:22])[CH3:21])=[O:18])([O:19][C:20]([CH3:23])([CH3:22])[CH3:21])=[O:18]. The catalyst is C1COCC1.CO. The product is [C:20]([O:19][C:17](=[O:18])[N:11]([CH2:7][C:6]1[CH:9]=[C:2]([Br:1])[CH:3]=[CH:4][C:5]=1[OH:10])[CH2:12][CH2:13][OH:14])([CH3:23])([CH3:22])[CH3:21]. The yield is 0.980. (2) The reactants are [C:1]([C:5]1[CH:9]=[C:8](/[CH:10]=[CH:11]/[C:12]([O:14][CH2:15][CH3:16])=[O:13])[N:7]([CH2:17][C:18]2[CH:23]=[CH:22][C:21]([C:24]([F:27])([F:26])[F:25])=[CH:20][C:19]=2[Cl:28])[N:6]=1)([CH3:4])([CH3:3])[CH3:2]. The catalyst is [C].[Pd].O1CCCC1. The product is [C:1]([C:5]1[CH:9]=[C:8]([CH2:10][CH2:11][C:12]([O:14][CH2:15][CH3:16])=[O:13])[N:7]([CH2:17][C:18]2[CH:23]=[CH:22][C:21]([C:24]([F:27])([F:26])[F:25])=[CH:20][C:19]=2[Cl:28])[N:6]=1)([CH3:2])([CH3:3])[CH3:4]. The yield is 0.840. (3) The reactants are [CH2:1]([N:5]1[C:14]2[C:9](=[N:10][CH:11]=[C:12]([CH2:15][C:16]3[CH:21]=[CH:20][C:19]([F:22])=[CH:18][CH:17]=3)[CH:13]=2)[C:8]([OH:23])=[C:7]([C:24](OCC)=[O:25])[C:6]1=[O:29])[CH2:2][CH2:3][CH3:4].[NH2:30][CH2:31][CH2:32][NH:33][C:34](=[O:36])[CH3:35]. No catalyst specified. The product is [C:34]([NH:33][CH2:32][CH2:31][NH:30][C:24]([C:7]1[C:6](=[O:29])[N:5]([CH2:1][CH2:2][CH2:3][CH3:4])[C:14]2[C:9]([C:8]=1[OH:23])=[N:10][CH:11]=[C:12]([CH2:15][C:16]1[CH:17]=[CH:18][C:19]([F:22])=[CH:20][CH:21]=1)[CH:13]=2)=[O:25])(=[O:36])[CH3:35]. The yield is 0.590. (4) The reactants are [F:1][C:2]([F:15])([F:14])[C:3]1[CH:8]=[CH:7][C:6]([CH:9]=[CH:10][C:11](=[S:13])[NH2:12])=[CH:5][CH:4]=1.[Cl:16][CH2:17][C:18]([CH2:20]Cl)=[O:19]. The catalyst is CC(C)=O. The product is [ClH:16].[Cl:16][CH2:17][C:18](=[O:19])[CH2:20][S:13][C:11](=[NH:12])[CH:10]=[CH:9][C:6]1[CH:7]=[CH:8][C:3]([C:2]([F:1])([F:14])[F:15])=[CH:4][CH:5]=1. The yield is 0.700. (5) The reactants are [CH3:1][N:2]([CH3:28])[CH:3]1[CH2:8][CH2:7][N:6]([C:9]2[CH:14]=[CH:13][C:12]([NH:15][C:16]3[N:21]=[C:20]4[N:22]([CH3:27])[C:23](=[O:26])[NH:24][CH2:25][C:19]4=[CH:18][N:17]=3)=[CH:11][CH:10]=2)[CH2:5][CH2:4]1.FC(F)(F)C(O)=O.CC(C)([O-])C.[K+]. The catalyst is O1CCCC1. The product is [CH3:1][N:2]([CH3:28])[CH:3]1[CH2:4][CH2:5][N:6]([C:9]2[CH:14]=[CH:13][C:12]([NH:15][C:16]3[N:21]=[C:20]4[N:22]([CH3:27])[C:23](=[O:26])[N:24]=[CH:25][C:19]4=[CH:18][N:17]=3)=[CH:11][CH:10]=2)[CH2:7][CH2:8]1. The yield is 0.600. (6) The product is [N:14]1[CH:15]=[CH:16][CH:17]=[CH:18][C:13]=1[C:11]1[CH:10]=[N:9][N:8]([C:4]2[N:3]=[C:2]([C:21]3[CH:20]=[N:19][CH:24]=[CH:23][CH:22]=3)[CH:7]=[CH:6][CH:5]=2)[CH:12]=1. The reactants are Br[C:2]1[CH:7]=[CH:6][CH:5]=[C:4]([N:8]2[CH:12]=[C:11]([C:13]3[CH:18]=[CH:17][CH:16]=[CH:15][N:14]=3)[CH:10]=[N:9]2)[N:3]=1.[N:19]1[CH:24]=[CH:23][CH:22]=[C:21](B(O)O)[CH:20]=1.C(=O)([O-])[O-].[K+].[K+].CO. The catalyst is C1(C)C=CC=CC=1.CCOC(C)=O.C1C=CC([P]([Pd]([P](C2C=CC=CC=2)(C2C=CC=CC=2)C2C=CC=CC=2)([P](C2C=CC=CC=2)(C2C=CC=CC=2)C2C=CC=CC=2)[P](C2C=CC=CC=2)(C2C=CC=CC=2)C2C=CC=CC=2)(C2C=CC=CC=2)C2C=CC=CC=2)=CC=1.CCCCCC. The yield is 0.620. (7) The yield is 0.414. The reactants are [C:1]1([CH3:10])[CH:6]=[CH:5][C:4]([S@@](C)=O)=[CH:3][CH:2]=1.C([Si](Cl)(Cl)Cl)C=C.[CH3:18][C:19](=[N:28][NH:29][C:30](=[O:39])[C:31]1[CH:36]=[CH:35][C:34]([CH2:37][CH3:38])=[CH:33][CH:32]=1)[CH2:20][CH2:21][C:22]1C=CC=CC=1. The product is [CH2:18]([C@@H:19]([NH:28][NH:29][C:30](=[O:39])[C:31]1[CH:32]=[CH:33][C:34]([CH2:37][CH3:38])=[CH:35][CH:36]=1)[CH2:20][CH:21]=[CH2:22])[CH2:10][C:1]1[CH:6]=[CH:5][CH:4]=[CH:3][CH:2]=1. The catalyst is CC(=CC)C.C(Cl)Cl. (8) The catalyst is O1CCCC1. The reactants are [H-].[Na+].[CH2:3]([O:10][C:11]1[CH:18]=[C:17]([O:19][CH3:20])[C:14]([CH:15]=O)=[C:13]([O:21][CH3:22])[CH:12]=1)[C:4]1[CH:9]=[CH:8][CH:7]=[CH:6][CH:5]=1.[C:23]([O:26][CH2:27][CH3:28])(=[O:25])[CH3:24]. The yield is 0.640. The product is [CH2:3]([O:10][C:11]1[CH:18]=[C:17]([O:19][CH3:20])[C:14](/[CH:15]=[CH:24]/[C:23]([O:26][CH2:27][CH3:28])=[O:25])=[C:13]([O:21][CH3:22])[CH:12]=1)[C:4]1[CH:9]=[CH:8][CH:7]=[CH:6][CH:5]=1. (9) The reactants are CC[O-].[Na+].[C:5](OCC)(=[O:11])[C:6]([O:8][CH2:9][CH3:10])=[O:7].[Br:15][C:16]1[CH:28]=[CH:27][C:19]([O:20][CH2:21][C:22]([O:24][CH2:25][CH3:26])=[O:23])=[CH:18][CH:17]=1.O. The catalyst is CCOCC. The product is [Br:15][C:16]1[CH:17]=[CH:18][C:19]([O:20][CH:21]([C:22]([O:24][CH2:25][CH3:26])=[O:23])[C:5](=[O:11])[C:6]([O:8][CH2:9][CH3:10])=[O:7])=[CH:27][CH:28]=1. The yield is 0.870.